From a dataset of Reaction yield outcomes from USPTO patents with 853,638 reactions. Predict the reaction yield, written as a fraction of the theoretical maximum amount of product (1.0 means a 100% yield; for example, 0.34 means a 34% yield). (1) The reactants are C(O[C:9]([N:11]([CH2:13][C:14]1[N:15]([CH2:23][CH3:24])[C:16]2[C:21]([CH:22]=1)=[CH:20][CH:19]=[CH:18][CH:17]=2)C)=O)C1C=CC=CC=1. The catalyst is [OH-].[OH-].[Pd+2].CO. The product is [CH2:23]([N:15]1[C:16]2[C:21](=[CH:20][CH:19]=[CH:18][CH:17]=2)[CH:22]=[C:14]1[CH2:13][NH:11][CH3:9])[CH3:24]. The yield is 1.00. (2) The reactants are [NH2:1][C:2]1[C:7]2[O:8][CH2:9][O:10][C:6]=2[C:5]([C:11]([OH:13])=O)=[CH:4][C:3]=1[Cl:14].C([N:17]1[CH:21]=[CH:20][N:19]=[CH:18]1)([N:17]1[CH:21]=[CH:20][N:19]=[CH:18]1)=O. The catalyst is C(#N)C. The product is [NH2:1][C:2]1[C:7]2[O:8][CH2:9][O:10][C:6]=2[C:5]([C:11]([N:17]2[CH:21]=[CH:20][N:19]=[CH:18]2)=[O:13])=[CH:4][C:3]=1[Cl:14]. The yield is 0.750. (3) The reactants are [CH3:1][C:2]([C:6]1[CH:10]=[C:9]([NH:11][C:12](=[O:25])[C:13]([CH3:24])([S:15]([CH:18]2[CH2:23][CH2:22][O:21][CH2:20][CH2:19]2)(=[O:17])=[O:16])[CH3:14])[O:8][N:7]=1)([CH3:5])[CH:3]=[O:4].[C:26]1(C)C=CC=CC=1.C[Mg]Br.C1COCC1.S(NN)(C1C=CC(C)=CC=1)(=O)=O. The catalyst is C(Cl)Cl. The product is [OH:4][CH:3]([CH3:26])[C:2]([C:6]1[CH:10]=[C:9]([NH:11][C:12](=[O:25])[C:13]([CH3:24])([S:15]([CH:18]2[CH2:19][CH2:20][O:21][CH2:22][CH2:23]2)(=[O:17])=[O:16])[CH3:14])[O:8][N:7]=1)([CH3:1])[CH3:5]. The yield is 0.800. (4) The reactants are [CH3:1][C:2]1[CH:7]=[CH:6][C:5]([S:8]([O:11][CH2:12][C@H:13]2[CH:22]=[CH:21][C:20]3[C:15](=[C:16]([C:24]4[C:29]([Cl:30])=[CH:28][CH:27]=[CH:26][C:25]=4[Cl:31])[CH:17]=[C:18]([F:23])[CH:19]=3)[O:14]2)(=[O:10])=[O:9])=[CH:4][CH:3]=1.[H][H]. The catalyst is C(OCC)(=O)C.C(O)C.[Pt](=O)=O. The product is [CH3:1][C:2]1[CH:7]=[CH:6][C:5]([S:8]([O:11][CH2:12][C@H:13]2[CH2:22][CH2:21][C:20]3[C:15](=[C:16]([C:24]4[C:25]([Cl:31])=[CH:26][CH:27]=[CH:28][C:29]=4[Cl:30])[CH:17]=[C:18]([F:23])[CH:19]=3)[O:14]2)(=[O:9])=[O:10])=[CH:4][CH:3]=1. The yield is 0.800.